Dataset: NCI-60 drug combinations with 297,098 pairs across 59 cell lines. Task: Regression. Given two drug SMILES strings and cell line genomic features, predict the synergy score measuring deviation from expected non-interaction effect. (1) Drug 1: CC(C1=C(C=CC(=C1Cl)F)Cl)OC2=C(N=CC(=C2)C3=CN(N=C3)C4CCNCC4)N. Drug 2: C1=CC(=CC=C1CC(C(=O)O)N)N(CCCl)CCCl.Cl. Cell line: SK-MEL-5. Synergy scores: CSS=8.04, Synergy_ZIP=0.710, Synergy_Bliss=2.70, Synergy_Loewe=-4.85, Synergy_HSA=-4.65. (2) Drug 1: C1CCC(C1)C(CC#N)N2C=C(C=N2)C3=C4C=CNC4=NC=N3. Drug 2: CN1C2=C(C=C(C=C2)N(CCCl)CCCl)N=C1CCCC(=O)O.Cl. Cell line: EKVX. Synergy scores: CSS=5.22, Synergy_ZIP=-1.25, Synergy_Bliss=1.43, Synergy_Loewe=-12.5, Synergy_HSA=1.38. (3) Drug 1: CC1=C(C=C(C=C1)NC(=O)C2=CC=C(C=C2)CN3CCN(CC3)C)NC4=NC=CC(=N4)C5=CN=CC=C5. Drug 2: CS(=O)(=O)CCNCC1=CC=C(O1)C2=CC3=C(C=C2)N=CN=C3NC4=CC(=C(C=C4)OCC5=CC(=CC=C5)F)Cl. Cell line: NCI-H522. Synergy scores: CSS=3.65, Synergy_ZIP=-1.18, Synergy_Bliss=0.568, Synergy_Loewe=-10.6, Synergy_HSA=-3.15. (4) Drug 1: CC1=C2C(C(=O)C3(C(CC4C(C3C(C(C2(C)C)(CC1OC(=O)C(C(C5=CC=CC=C5)NC(=O)C6=CC=CC=C6)O)O)OC(=O)C7=CC=CC=C7)(CO4)OC(=O)C)O)C)OC(=O)C. Drug 2: B(C(CC(C)C)NC(=O)C(CC1=CC=CC=C1)NC(=O)C2=NC=CN=C2)(O)O. Cell line: UACC-257. Synergy scores: CSS=54.6, Synergy_ZIP=-0.517, Synergy_Bliss=-0.967, Synergy_Loewe=-3.62, Synergy_HSA=1.07. (5) Drug 1: CN(C)N=NC1=C(NC=N1)C(=O)N. Drug 2: CCCS(=O)(=O)NC1=C(C(=C(C=C1)F)C(=O)C2=CNC3=C2C=C(C=N3)C4=CC=C(C=C4)Cl)F. Cell line: NCI-H226. Synergy scores: CSS=2.02, Synergy_ZIP=0.494, Synergy_Bliss=3.37, Synergy_Loewe=-2.02, Synergy_HSA=-0.203. (6) Drug 1: CC(C1=C(C=CC(=C1Cl)F)Cl)OC2=C(N=CC(=C2)C3=CN(N=C3)C4CCNCC4)N. Drug 2: CS(=O)(=O)OCCCCOS(=O)(=O)C. Cell line: M14. Synergy scores: CSS=-12.1, Synergy_ZIP=4.41, Synergy_Bliss=-0.381, Synergy_Loewe=-3.42, Synergy_HSA=-6.08. (7) Drug 1: CNC(=O)C1=CC=CC=C1SC2=CC3=C(C=C2)C(=NN3)C=CC4=CC=CC=N4. Drug 2: CC1=C(C=C(C=C1)C(=O)NC2=CC(=CC(=C2)C(F)(F)F)N3C=C(N=C3)C)NC4=NC=CC(=N4)C5=CN=CC=C5. Cell line: NCIH23. Synergy scores: CSS=2.26, Synergy_ZIP=0.501, Synergy_Bliss=0.553, Synergy_Loewe=-1.80, Synergy_HSA=-1.79. (8) Drug 1: CC=C1C(=O)NC(C(=O)OC2CC(=O)NC(C(=O)NC(CSSCCC=C2)C(=O)N1)C(C)C)C(C)C. Drug 2: CS(=O)(=O)CCNCC1=CC=C(O1)C2=CC3=C(C=C2)N=CN=C3NC4=CC(=C(C=C4)OCC5=CC(=CC=C5)F)Cl. Cell line: UACC62. Synergy scores: CSS=43.2, Synergy_ZIP=-2.14, Synergy_Bliss=-2.01, Synergy_Loewe=-39.8, Synergy_HSA=-1.39. (9) Drug 1: C1=CC(=CC=C1C#N)C(C2=CC=C(C=C2)C#N)N3C=NC=N3. Drug 2: CC(C)CN1C=NC2=C1C3=CC=CC=C3N=C2N. Cell line: SNB-19. Synergy scores: CSS=2.11, Synergy_ZIP=-0.217, Synergy_Bliss=-0.883, Synergy_Loewe=-0.629, Synergy_HSA=-1.30. (10) Drug 1: C1=NC(=NC(=O)N1C2C(C(C(O2)CO)O)O)N. Drug 2: CS(=O)(=O)OCCCCOS(=O)(=O)C. Cell line: HOP-92. Synergy scores: CSS=-3.54, Synergy_ZIP=1.77, Synergy_Bliss=6.71, Synergy_Loewe=-7.65, Synergy_HSA=-3.89.